This data is from Full USPTO retrosynthesis dataset with 1.9M reactions from patents (1976-2016). The task is: Predict the reactants needed to synthesize the given product. (1) Given the product [F:26][C:23]1[CH:24]=[CH:25][C:20]([C@:13]2([CH2:16][CH2:17][CH2:18][OH:19])[O:12][C:11](=[O:27])[N:10]([C@H:8]([C:5]3[CH:6]=[CH:7][C:2]([C:29]4[N:34]=[CH:33][CH:32]=[CH:31][N:30]=4)=[CH:3][CH:4]=3)[CH3:9])[CH2:15][CH2:14]2)=[CH:21][CH:22]=1, predict the reactants needed to synthesize it. The reactants are: Br[C:2]1[CH:7]=[CH:6][C:5]([C@@H:8]([N:10]2[CH2:15][CH2:14][C@@:13]([C:20]3[CH:25]=[CH:24][C:23]([F:26])=[CH:22][CH:21]=3)([CH2:16][CH2:17][CH2:18][OH:19])[O:12][C:11]2=[O:27])[CH3:9])=[CH:4][CH:3]=1.Cl[C:29]1[N:34]=[CH:33][CH:32]=[CH:31][N:30]=1. (2) Given the product [ClH:1].[Cl:1][C:2]1[CH:7]=[CH:6][C:5]([C@@H:8]([C:27]2[CH:32]=[CH:31][CH:30]=[C:29]([C:33]3[O:34][C:35](=[O:38])[NH:36][N:37]=3)[CH:28]=2)[N:9]2[CH2:12][CH:11]([C@@H:13]([C:18]3[CH:19]=[C:20]([CH:23]=[C:24]([F:26])[CH:25]=3)[C:21]#[N:22])[C:14]([F:17])([CH3:16])[CH3:15])[CH2:10]2)=[CH:4][CH:3]=1, predict the reactants needed to synthesize it. The reactants are: [Cl:1][C:2]1[CH:7]=[CH:6][C:5]([C@@H:8]([C:27]2[CH:32]=[CH:31][CH:30]=[C:29]([C:33]3[O:34][C:35](=[O:38])[NH:36][N:37]=3)[CH:28]=2)[N:9]2[CH2:12][CH:11]([C@@H:13]([C:18]3[CH:19]=[C:20]([CH:23]=[C:24]([F:26])[CH:25]=3)[C:21]#[N:22])[C:14]([F:17])([CH3:16])[CH3:15])[CH2:10]2)=[CH:4][CH:3]=1.Cl.C(O)(C)C. (3) Given the product [CH2:1]([N:8]([CH2:20][C:21]1[CH:26]=[CH:25][CH:24]=[CH:23][CH:22]=1)[C@H:9]1[CH2:14][CH2:13][C@H:12]([C:15]([NH:27][NH2:28])=[O:16])[CH2:11][CH2:10]1)[C:2]1[CH:7]=[CH:6][CH:5]=[CH:4][CH:3]=1, predict the reactants needed to synthesize it. The reactants are: [CH2:1]([N:8]([CH2:20][C:21]1[CH:26]=[CH:25][CH:24]=[CH:23][CH:22]=1)[C@H:9]1[CH2:14][CH2:13][C@H:12]([C:15](OCC)=[O:16])[CH2:11][CH2:10]1)[C:2]1[CH:7]=[CH:6][CH:5]=[CH:4][CH:3]=1.[NH2:27][NH2:28].O. (4) Given the product [CH3:4][O:5][C:6]1[CH:7]=[C:8]2[C:13](=[CH:14][C:15]=1[O:16][CH3:17])[N:12]=[CH:11][CH:10]=[C:9]2[O:18][C:19]1[CH:24]=[CH:23][C:22]([NH:25][C:26]([NH:28][CH:29]2[CH2:34][CH2:33][N:32]([CH2:35][C:36]3[CH:43]=[CH:42][CH:41]=[CH:40][C:37]=3[CH3:38])[CH2:31][CH2:30]2)=[O:27])=[CH:21][CH:20]=1, predict the reactants needed to synthesize it. The reactants are: C(#N)C.[CH3:4][O:5][C:6]1[CH:7]=[C:8]2[C:13](=[CH:14][C:15]=1[O:16][CH3:17])[N:12]=[CH:11][CH:10]=[C:9]2[O:18][C:19]1[CH:24]=[CH:23][C:22]([NH:25][C:26]([NH:28][CH:29]2[CH2:34][CH2:33][NH:32][CH2:31][CH2:30]2)=[O:27])=[CH:21][CH:20]=1.[CH3:35][C:36]1[CH:43]=[CH:42][CH:41]=[CH:40][C:37]=1[CH2:38]Br.C(=O)([O-])[O-].[K+].[K+]. (5) Given the product [O:1]1[CH2:2][CH2:3][CH2:4][CH2:5][CH:6]1[O:18][CH:19]1[CH2:23][CH2:22][N:21]([C:24]([O:26][CH2:27][C:28]2[CH:33]=[CH:32][CH:31]=[CH:30][CH:29]=2)=[O:25])[CH2:20]1, predict the reactants needed to synthesize it. The reactants are: [O:1]1[CH:6]=[CH:5][CH2:4][CH2:3][CH2:2]1.C1(C)C=CC(S(O)(=O)=O)=CC=1.[OH:18][CH:19]1[CH2:23][CH2:22][N:21]([C:24]([O:26][CH2:27][C:28]2[CH:33]=[CH:32][CH:31]=[CH:30][CH:29]=2)=[O:25])[CH2:20]1. (6) Given the product [Cl:28][C:35]1[CH:30]=[CH:31][C:32]([N+:38]([O-:40])=[O:39])=[C:33]([N:36]=[N:37][C:11]2[CH:12]=[C:13]([C:15]([C:18]3[CH:19]=[CH:20][C:21]([Cl:24])=[CH:22][CH:23]=3)([CH3:16])[CH3:17])[CH:14]=[C:9]([C:6]([C:5]3[CH:26]=[CH:27][C:2]([Cl:1])=[CH:3][CH:4]=3)([CH3:8])[CH3:7])[C:10]=2[OH:25])[CH:34]=1, predict the reactants needed to synthesize it. The reactants are: [Cl:1][C:2]1[CH:27]=[CH:26][C:5]([C:6]([C:9]2[CH:14]=[C:13]([C:15]([C:18]3[CH:23]=[CH:22][C:21]([Cl:24])=[CH:20][CH:19]=3)([CH3:17])[CH3:16])[CH:12]=[CH:11][C:10]=2[OH:25])([CH3:8])[CH3:7])=[CH:4][CH:3]=1.[Cl-:28].Cl[C:30]1[CH:35]=[CH:34][C:33]([N+:36]#[N:37])=[C:32]([N+:38]([O-:40])=[O:39])[CH:31]=1.